From a dataset of Full USPTO retrosynthesis dataset with 1.9M reactions from patents (1976-2016). Predict the reactants needed to synthesize the given product. (1) Given the product [Br:1][C:2]1[CH:3]=[C:4]([NH:5][CH2:14][C:16]2[CH:27]=[CH:26][C:19]3[C:20]([CH3:25])=[C:21]([C:23]#[N:24])[O:22][C:18]=3[CH:17]=2)[CH:6]=[CH:7][C:8]=1[O:9][C:10]([F:11])([F:12])[F:13], predict the reactants needed to synthesize it. The reactants are: [Br:1][C:2]1[CH:3]=[C:4]([CH:6]=[CH:7][C:8]=1[O:9][C:10]([F:13])([F:12])[F:11])[NH2:5].[CH:14]([C:16]1[CH:27]=[CH:26][C:19]2[C:20]([CH3:25])=[C:21]([C:23]#[N:24])[O:22][C:18]=2[CH:17]=1)=O. (2) Given the product [CH3:10][N:11]([CH3:12])[CH:13]=[C:7]([C:6]1[N:2]([CH3:1])[N:3]=[CH:4][CH:5]=1)[C:8]#[N:9], predict the reactants needed to synthesize it. The reactants are: [CH3:1][N:2]1[C:6]([CH2:7][C:8]#[N:9])=[CH:5][CH:4]=[N:3]1.[CH3:10][N:11]([CH:13](OC)OC)[CH3:12]. (3) Given the product [Cl:18][C:15]1[CH:16]=[N:17][C:4]2[N:3]=[C:2]([N:23]3[CH2:24][CH2:25][N:20]([CH3:19])[CH2:21][CH2:22]3)[N:7]3[N:8]=[C:9]([CH2:11][O:12][CH3:13])[N:10]=[C:6]3[C:5]=2[CH:14]=1, predict the reactants needed to synthesize it. The reactants are: Cl[C:2]1[N:7]2[N:8]=[C:9]([CH2:11][O:12][CH3:13])[N:10]=[C:6]2[C:5]2[CH:14]=[C:15]([Cl:18])[CH:16]=[N:17][C:4]=2[N:3]=1.[CH3:19][N:20]1[CH2:25][CH2:24][NH:23][CH2:22][CH2:21]1. (4) Given the product [F:36][CH2:35][CH2:34][N:22]1[CH2:21][C:20]2[CH:19]=[CH:18][C:17]([NH:6][C:5]3[CH:7]=[CH:8][C:9]([N:10]4[CH:14]=[C:13]([CH3:15])[N:12]=[CH:11]4)=[C:3]([O:2][CH3:1])[CH:4]=3)=[N:27][C:26]=2[O:25][CH:24]([C:28]2[CH:33]=[CH:32][CH:31]=[CH:30][CH:29]=2)[CH2:23]1, predict the reactants needed to synthesize it. The reactants are: [CH3:1][O:2][C:3]1[CH:4]=[C:5]([CH:7]=[CH:8][C:9]=1[N:10]1[CH:14]=[C:13]([CH3:15])[N:12]=[CH:11]1)[NH2:6].Cl[C:17]1[CH:18]=[CH:19][C:20]2[CH2:21][N:22]([CH2:34][CH2:35][F:36])[CH2:23][CH:24]([C:28]3[CH:33]=[CH:32][CH:31]=[CH:30][CH:29]=3)[O:25][C:26]=2[N:27]=1. (5) Given the product [CH2:1]([OH:9])[CH2:2][CH2:3][CH2:4][CH2:5][CH2:6][CH2:7][CH3:8].[OH:25][N:11]1[C:12]([O:16][CH2:17][CH2:18][CH2:19][CH2:20][CH2:21][CH2:22][CH2:23][CH3:24])=[CH:13][CH:14]=[CH:15][C:10]1=[O:9], predict the reactants needed to synthesize it. The reactants are: [CH2:1]([O:9][C:10]1[CH:15]=[CH:14][CH:13]=[C:12]([O:16][CH2:17][CH2:18][CH2:19][CH2:20][CH2:21][CH2:22][CH2:23][CH3:24])[N+:11]=1[O-:25])[CH2:2][CH2:3][CH2:4][CH2:5][CH2:6][CH2:7][CH3:8].